The task is: Predict the reactants needed to synthesize the given product.. This data is from Full USPTO retrosynthesis dataset with 1.9M reactions from patents (1976-2016). (1) Given the product [Br:20][C:21]1[CH:28]=[CH:27][C:24]([CH:25]=[N:19][NH:18][C:16]([C:8]2[NH:9][C:10]3[C:15]([C:7]=2[C:1]2[CH:2]=[CH:3][CH:4]=[CH:5][CH:6]=2)=[CH:14][CH:13]=[CH:12][CH:11]=3)=[O:17])=[CH:23][CH:22]=1, predict the reactants needed to synthesize it. The reactants are: [C:1]1([C:7]2[C:15]3[C:10](=[CH:11][CH:12]=[CH:13][CH:14]=3)[NH:9][C:8]=2[C:16]([NH:18][NH2:19])=[O:17])[CH:6]=[CH:5][CH:4]=[CH:3][CH:2]=1.[Br:20][C:21]1[CH:28]=[CH:27][C:24]([CH:25]=O)=[CH:23][CH:22]=1. (2) Given the product [CH3:20][C:21]1[S:22][C:23]([C:29]2[CH:30]=[C:31]([CH3:35])[CH:32]=[CH:33][CH:34]=2)=[C:24]([C:26]([N:3]2[CH2:4][C@@H:5]3[C@@H:1]([CH2:6]3)[C@H:2]2[CH2:7][NH:8][C:9]([C:11]2[N:18]3[C:14]([S:15][CH:16]=[CH:17]3)=[N:13][C:12]=2[CH3:19])=[O:10])=[O:27])[N:25]=1, predict the reactants needed to synthesize it. The reactants are: [C@@H:1]12[CH2:6][C@@H:5]1[CH2:4][NH:3][C@@H:2]2[CH2:7][NH:8][C:9]([C:11]1[N:18]2[C:14]([S:15][CH:16]=[CH:17]2)=[N:13][C:12]=1[CH3:19])=[O:10].[CH3:20][C:21]1[S:22][C:23]([C:29]2[CH:30]=[C:31]([CH3:35])[CH:32]=[CH:33][CH:34]=2)=[C:24]([C:26](O)=[O:27])[N:25]=1.